Dataset: Full USPTO retrosynthesis dataset with 1.9M reactions from patents (1976-2016). Task: Predict the reactants needed to synthesize the given product. (1) Given the product [F:14][C:11]([F:12])([F:13])[C:5]1[CH:6]=[C:7]([NH2:8])[CH:2]=[N:3][CH:4]=1, predict the reactants needed to synthesize it. The reactants are: Cl[C:2]1[C:7]([N+:8]([O-])=O)=[CH:6][C:5]([C:11]([F:14])([F:13])[F:12])=[CH:4][N:3]=1.NO.Cl. (2) Given the product [F:1][C:2]1[CH:7]=[CH:6][CH:5]=[C:4]([OH:10])[C:3]=1[OH:9], predict the reactants needed to synthesize it. The reactants are: [F:1][C:2]1[CH:7]=[CH:6][CH:5]=[C:4](I)[C:3]=1[OH:9].[OH-:10].[K+].Cl. (3) Given the product [S:56]([C:60]1[CH:61]=[C:62]([NH:63][C:5](=[O:7])[CH2:4][CH2:3][C@@H:2]([C:8]([OH:10])=[O:9])[NH2:1])[CH:64]=[CH:65][CH:66]=1)([OH:59])(=[O:58])=[O:57], predict the reactants needed to synthesize it. The reactants are: [NH:1](C(OC(C)(C)C)=O)[C@H:2]([C:8]([O:10]C(C)(C)C)=[O:9])[CH2:3][CH2:4][C:5](=[O:7])O.CN(C(ON1N=NC2C=CC=NC1=2)=[N+](C)C)C.F[P-](F)(F)(F)(F)F.C1C=NC2N(O)N=NC=2C=1.[S:56]([C:60]1[CH:61]=[C:62]([CH:64]=[CH:65][CH:66]=1)[NH2:63])([OH:59])(=[O:58])=[O:57]. (4) Given the product [C:6]([O:10][C:11]([N:13]1[CH2:18][CH2:17][CH:16]([O:19][S:2]([CH3:1])(=[O:4])=[O:3])[CH2:15][CH2:14]1)=[O:12])([CH3:9])([CH3:7])[CH3:8], predict the reactants needed to synthesize it. The reactants are: [CH3:1][S:2](Cl)(=[O:4])=[O:3].[C:6]([O:10][C:11]([N:13]1[CH2:18][CH2:17][CH:16]([OH:19])[CH2:15][CH2:14]1)=[O:12])([CH3:9])([CH3:8])[CH3:7].C(N(CC)CC)C. (5) Given the product [OH:8][C:9]1[CH:10]=[C:11]([C:20](=[O:28])[C:21]2[CH:26]=[CH:25][C:24]([CH3:27])=[CH:23][CH:22]=2)[CH:12]=[C:13]2[C:18]=1[N:17]=[CH:16][NH:15][C:14]2=[O:19], predict the reactants needed to synthesize it. The reactants are: C([O:8][C:9]1[CH:10]=[C:11]([C:20](=[O:28])[C:21]2[CH:26]=[CH:25][C:24]([CH3:27])=[CH:23][CH:22]=2)[CH:12]=[C:13]2[C:18]=1[N:17]=[CH:16][NH:15][C:14]2=[O:19])C1C=CC=CC=1.B(Br)(Br)Br. (6) Given the product [CH3:8][C:9]1([CH3:3])[CH2:14][C:13](=[O:15])[CH2:12][CH2:11][CH:10]1[C:16]([O:18][CH2:19][CH3:20])=[O:17], predict the reactants needed to synthesize it. The reactants are: C[Li].[CH3:3]COCC.[CH3:8][C:9]1[CH:10]([C:16]([O:18][CH2:19][CH3:20])=[O:17])[CH2:11][CH2:12][C:13](=[O:15])[CH:14]=1.[Cl-].[NH4+]. (7) Given the product [C:1]([O:5][C:6]([N:8]1[CH2:13][CH2:12][N:11]([C:14]2[C:23]3[C:18](=[C:19]([O:26][CH3:27])[C:20]([C:32]4[CH:31]=[CH:30][C:29]([F:28])=[CH:34][C:33]=4[F:35])=[C:21]([Cl:24])[CH:22]=3)[N:17]=[CH:16][N:15]=2)[CH2:10][CH2:9]1)=[O:7])([CH3:4])([CH3:3])[CH3:2], predict the reactants needed to synthesize it. The reactants are: [C:1]([O:5][C:6]([N:8]1[CH2:13][CH2:12][N:11]([C:14]2[C:23]3[C:18](=[C:19]([O:26][CH3:27])[C:20](Br)=[C:21]([Cl:24])[CH:22]=3)[N:17]=[CH:16][N:15]=2)[CH2:10][CH2:9]1)=[O:7])([CH3:4])([CH3:3])[CH3:2].[F:28][C:29]1[CH:34]=[C:33]([F:35])[CH:32]=[CH:31][C:30]=1B(O)O.C([O-])([O-])=O.[Na+].[Na+].